Dataset: NCI-60 drug combinations with 297,098 pairs across 59 cell lines. Task: Regression. Given two drug SMILES strings and cell line genomic features, predict the synergy score measuring deviation from expected non-interaction effect. (1) Drug 1: CCC(=C(C1=CC=CC=C1)C2=CC=C(C=C2)OCCN(C)C)C3=CC=CC=C3.C(C(=O)O)C(CC(=O)O)(C(=O)O)O. Drug 2: C1=NNC2=C1C(=O)NC=N2. Cell line: HOP-62. Synergy scores: CSS=2.33, Synergy_ZIP=-2.53, Synergy_Bliss=-5.87, Synergy_Loewe=-4.85, Synergy_HSA=-5.04. (2) Drug 1: CC12CCC(CC1=CCC3C2CCC4(C3CC=C4C5=CN=CC=C5)C)O. Drug 2: CC12CCC3C(C1CCC2O)C(CC4=C3C=CC(=C4)O)CCCCCCCCCS(=O)CCCC(C(F)(F)F)(F)F. Cell line: NCI/ADR-RES. Synergy scores: CSS=6.05, Synergy_ZIP=-3.85, Synergy_Bliss=-0.111, Synergy_Loewe=-1.14, Synergy_HSA=-0.413. (3) Drug 1: CN1C(=O)N2C=NC(=C2N=N1)C(=O)N. Drug 2: CC1=C(C=C(C=C1)C(=O)NC2=CC(=CC(=C2)C(F)(F)F)N3C=C(N=C3)C)NC4=NC=CC(=N4)C5=CN=CC=C5. Cell line: MOLT-4. Synergy scores: CSS=52.4, Synergy_ZIP=-1.23, Synergy_Bliss=-2.08, Synergy_Loewe=-9.33, Synergy_HSA=-3.02.